Dataset: Reaction yield outcomes from USPTO patents with 853,638 reactions. Task: Predict the reaction yield, written as a fraction of the theoretical maximum amount of product (1.0 means a 100% yield; for example, 0.34 means a 34% yield). (1) The reactants are [CH3:1][S:2][C:3]1[N:8]=[C:7]([S:9][CH3:10])[C:6]2=[N:11][CH:12]=[CH:13][N:5]2[N:4]=1.[Br:14]N1C(=O)CCC1=O. The catalyst is CN(C=O)C.O. The product is [Br:14][C:13]1[N:5]2[C:6]([C:7]([S:9][CH3:10])=[N:8][C:3]([S:2][CH3:1])=[N:4]2)=[N:11][CH:12]=1. The yield is 0.638. (2) The reactants are [C:1]([O:5][C:6](=[O:15])[C:7]1[CH:12]=[CH:11][C:10]([F:13])=[CH:9][C:8]=1F)([CH3:4])([CH3:3])[CH3:2].C([O-])(O)=O.[Na+].[CH3:21][O:22][CH2:23][C@@H:24]([NH2:26])[CH3:25]. No catalyst specified. The product is [C:1]([O:5][C:6](=[O:15])[C:7]1[CH:12]=[CH:11][C:10]([F:13])=[CH:9][C:8]=1[NH:26][C@@H:24]([CH3:25])[CH2:23][O:22][CH3:21])([CH3:4])([CH3:3])[CH3:2]. The yield is 0.840. (3) The reactants are CS(Cl)(=O)=O.OCC[N:9](CCO)[S:10]([C:13]1[CH:18]=[CH:17][C:16](C)=[CH:15][CH:14]=1)(=[O:12])=[O:11].C(N(CC)CC)C. The catalyst is ClCCl. The product is [C:13]1([S:10]([NH2:9])(=[O:12])=[O:11])[CH:18]=[CH:17][CH:16]=[CH:15][CH:14]=1. The yield is 0.857.